This data is from Full USPTO retrosynthesis dataset with 1.9M reactions from patents (1976-2016). The task is: Predict the reactants needed to synthesize the given product. Given the product [CH2:11]([N:7]1[C:8]2[C:4](=[CH:3][C:2]([Br:1])=[CH:10][CH:9]=2)[CH:5]=[C:6]1[CH2:18][OH:19])[C:12]1[CH:13]=[CH:14][CH:15]=[CH:16][CH:17]=1, predict the reactants needed to synthesize it. The reactants are: [Br:1][C:2]1[CH:3]=[C:4]2[C:8](=[CH:9][CH:10]=1)[N:7]([CH2:11][C:12]1[CH:17]=[CH:16][CH:15]=[CH:14][CH:13]=1)[C:6]([C:18](OCC)=[O:19])=[CH:5]2.[H-].[Al+3].[Li+].[H-].[H-].[H-].